From a dataset of Full USPTO retrosynthesis dataset with 1.9M reactions from patents (1976-2016). Predict the reactants needed to synthesize the given product. (1) Given the product [CH2:2]([O:9][C:10]1[CH:19]=[CH:18][CH:17]=[C:16]2[C:11]=1[CH2:12][CH2:13][CH2:14][CH:15]2[C:20]([N:22]([C:29]1[CH:30]=[N:31][C:32]([CH:35]([CH3:37])[CH3:36])=[CH:33][CH:34]=1)[CH2:23][C:24]1[CH:25]=[N:26][N:27]([CH2:38][CH2:39][CH2:40][CH2:41][CH2:42][CH2:43][CH2:44][CH2:45][CH3:46])[CH:28]=1)=[O:21])[C:3]1[CH:8]=[CH:7][CH:6]=[CH:5][CH:4]=1, predict the reactants needed to synthesize it. The reactants are: Cl.[CH2:2]([O:9][C:10]1[CH:19]=[CH:18][CH:17]=[C:16]2[C:11]=1[CH2:12][CH2:13][CH2:14][CH:15]2[C:20]([N:22]([C:29]1[CH:30]=[N:31][C:32]([CH:35]([CH3:37])[CH3:36])=[CH:33][CH:34]=1)[CH2:23][C:24]1[CH:25]=[N:26][NH:27][CH:28]=1)=[O:21])[C:3]1[CH:8]=[CH:7][CH:6]=[CH:5][CH:4]=1.[CH2:38](Br)[CH2:39][CH2:40][CH2:41][CH2:42][CH2:43][CH2:44][CH2:45][CH3:46]. (2) Given the product [CH3:52][O:51][C:49]1[CH:48]=[CH:47][N:46]=[C:45]([C:7]2[CH:8]=[C:9]3[C:4](=[CH:5][CH:6]=2)[O:3][C:2]([CH3:1])([CH3:43])[C:30]2([CH2:31][O:32][CH2:33]2)[C:10]23[CH2:14][O:13][C:12]([NH2:15])=[N:11]2)[CH:50]=1, predict the reactants needed to synthesize it. The reactants are: [CH3:1][C:2]1([CH3:43])[C:30]2([CH2:33][O:32][CH2:31]2)[C:10]2([CH2:14][O:13][C:12]([N:15](C(OC(C)(C)C)=O)C(OC(C)(C)C)=O)=[N:11]2)[C:9]2[C:4](=[CH:5][CH:6]=[C:7](B3OC(C)(C)C(C)(C)O3)[CH:8]=2)[O:3]1.Br[C:45]1[CH:50]=[C:49]([O:51][CH3:52])[CH:48]=[CH:47][N:46]=1.C([O-])([O-])=O.[Na+].[Na+]. (3) Given the product [C:33]([O:37][C:38](=[O:39])[N:40]([C@@H:41]([CH3:42])[C:43]([NH:32][C@@H:7]([CH:1]1[CH2:6][CH2:5][CH2:4][CH2:3][CH2:2]1)[C:8]([N:10]1[C@H:15]([C:16]2[CH:20]=[CH:19][N:18]([CH2:21][C:22]3[CH:23]=[CH:24][C:25]([F:28])=[CH:26][CH:27]=3)[N:17]=2)[CH2:14][N:13]2[CH2:29][CH2:30][CH2:31][C@@H:12]2[CH2:11]1)=[O:9])=[O:44])[CH3:46])([CH3:36])([CH3:34])[CH3:35], predict the reactants needed to synthesize it. The reactants are: [CH:1]1([C@H:7]([NH2:32])[C:8]([N:10]2[C@H:15]([C:16]3[CH:20]=[CH:19][N:18]([CH2:21][C:22]4[CH:27]=[CH:26][C:25]([F:28])=[CH:24][CH:23]=4)[N:17]=3)[CH2:14][N:13]3[CH2:29][CH2:30][CH2:31][C@@H:12]3[CH2:11]2)=[O:9])[CH2:6][CH2:5][CH2:4][CH2:3][CH2:2]1.[C:33]([O:37][C:38]([N:40]([CH3:46])[C@H:41]([C:43](O)=[O:44])[CH3:42])=[O:39])([CH3:36])([CH3:35])[CH3:34].C(N(C(C)C)C(C)C)C.F[P-](F)(F)(F)(F)F.N1(OC(N(C)C)=[N+](C)C)C2N=CC=CC=2N=N1. (4) Given the product [CH3:1][C:2]1[N:7]=[C:6]2[S:8][C:9]3[CH2:14][CH2:13][CH2:12][CH2:11][C:10]=3[C:5]2=[C:4]([C:15]2[CH:20]=[CH:19][CH:18]=[C:17]([C:21]([F:24])([F:22])[F:23])[CH:16]=2)[C:3]=1[CH:25]([CH2:30][CH2:31][CH3:32])[C:26]([OH:28])=[O:27], predict the reactants needed to synthesize it. The reactants are: [CH3:1][C:2]1[N:7]=[C:6]2[S:8][C:9]3[CH2:14][CH2:13][CH2:12][CH2:11][C:10]=3[C:5]2=[C:4]([C:15]2[CH:20]=[CH:19][CH:18]=[C:17]([C:21]([F:24])([F:23])[F:22])[CH:16]=2)[C:3]=1[CH:25]([CH2:30][CH2:31][CH3:32])[C:26]([O:28]C)=[O:27].[OH-].[Na+]. (5) Given the product [CH2:1]([N:8]1[CH2:13][CH2:12][CH:11]([N:14]([C:15]([CH3:18])([CH3:17])[CH3:16])[CH3:19])[CH2:10][CH2:9]1)[C:2]1[CH:3]=[CH:4][CH:5]=[CH:6][CH:7]=1, predict the reactants needed to synthesize it. The reactants are: [CH2:1]([N:8]1[CH2:13][CH2:12][CH:11]([NH:14][C:15]([CH3:18])([CH3:17])[CH3:16])[CH2:10][CH2:9]1)[C:2]1[CH:7]=[CH:6][CH:5]=[CH:4][CH:3]=1.[CH:19](O)=O.C=O.[OH-].[K+]. (6) Given the product [CH2:24]([O:26][C:27]([CH:29]1[CH2:30][CH2:31][N:32]([C:35]([C:37]2[CH:38]=[C:39]([CH:40]=[CH:41][CH:42]=2)[NH2:43])=[O:36])[CH2:33][CH2:34]1)=[O:28])[CH3:25], predict the reactants needed to synthesize it. The reactants are: [N+](C1C=C(C=CC=1)C(Cl)=O)([O-])=O.N1CCC(C(OCC)=O)CC1.[CH2:24]([O:26][C:27]([CH:29]1[CH2:34][CH2:33][N:32]([C:35]([C:37]2[CH:42]=[CH:41][CH:40]=[C:39]([N+:43]([O-])=O)[CH:38]=2)=[O:36])[CH2:31][CH2:30]1)=[O:28])[CH3:25]. (7) Given the product [Cl:25][C:8]1[C:7]2[C:6](=[CH:14][CH:13]=[CH:12][CH:11]=2)[N:5]=[C:4]2[N:16]([CH2:18][C:19]3[CH:24]=[CH:23][CH:22]=[CH:21][N:20]=3)[N:17]=[C:2]([CH3:15])[C:3]=12, predict the reactants needed to synthesize it. The reactants are: O=[C:2]([CH3:15])[CH2:3][C:4]1O[C:8](=O)[C:7]2[CH:11]=[CH:12][CH:13]=[CH:14][C:6]=2[N:5]=1.[NH:16]([CH2:18][C:19]1[CH:24]=[CH:23][CH:22]=[CH:21][N:20]=1)[NH2:17].[Cl:25]CC1C=CC=CN=1. (8) The reactants are: [F:1][C:2]1[CH:21]=[C:20]([F:22])[CH:19]=[CH:18][C:3]=1[O:4][C:5]1[C:14]([O:15][CH3:16])=[CH:13][CH:12]=[C:11]2[C:6]=1[CH:7]=[CH:8][C:9](=O)[NH:10]2.O=P(Cl)(Cl)[Cl:25]. Given the product [Cl:25][C:9]1[CH:8]=[CH:7][C:6]2[C:11](=[CH:12][CH:13]=[C:14]([O:15][CH3:16])[C:5]=2[O:4][C:3]2[CH:18]=[CH:19][C:20]([F:22])=[CH:21][C:2]=2[F:1])[N:10]=1, predict the reactants needed to synthesize it. (9) Given the product [CH3:22][O:21][C:20]1[C:15]2[O:14][CH:13]=[C:12]([CH2:11][CH2:10][OH:9])[C:16]=2[CH:17]=[CH:18][CH:19]=1, predict the reactants needed to synthesize it. The reactants are: [H-].[H-].[H-].[H-].[Li+].[Al+3].C([O:9][C:10](=O)[CH2:11][C:12]1[C:16]2[CH:17]=[CH:18][CH:19]=[C:20]([O:21][CH3:22])[C:15]=2[O:14][CH:13]=1)C. (10) Given the product [N+:14]([C:11]1[CH:12]=[CH:13][C:8]2[CH2:7][CH2:6][NH:19][CH2:18][CH2:17][C:9]=2[CH:10]=1)([O-:16])=[O:15], predict the reactants needed to synthesize it. The reactants are: CS(O[CH2:6][CH2:7][C:8]1[CH:13]=[CH:12][C:11]([N+:14]([O-:16])=[O:15])=[CH:10][C:9]=1[CH2:17][CH2:18][N:19]=[N+]=[N-])(=O)=O.CS(OCCC1C=C([N+]([O-])=O)C=CC=1CCN=[N+]=[N-])(=O)=O.